Dataset: Forward reaction prediction with 1.9M reactions from USPTO patents (1976-2016). Task: Predict the product of the given reaction. The product is: [N:3]1[CH:4]=[CH:5][C:6]([C:36]2[O:40][N:41]=[CH:42][N:37]=2)=[N:1][CH:2]=1. Given the reactants [N:1]1[CH:6]=[CH:5][CH:4]=[N:3][C:2]=1C(O)=O.CCN(C(C)C)C(C)C.C1C=CC2N(O)N=NC=2C=1.C(Cl)CCl.CN([C:36]([O:40][N:41]1N=NC2C=CC=C[C:42]1=2)=[N+:37](C)C)C.[B-](F)(F)(F)F.ONC(C1C=CC=CN=1)=N.C1C2C(C3ON=C(N)N=3)CN(C2)C1, predict the reaction product.